Dataset: Forward reaction prediction with 1.9M reactions from USPTO patents (1976-2016). Task: Predict the product of the given reaction. Given the reactants C(OC(N(C)[C@@H](C)C(N[C@@H](C(C)(C)C)C(N1[C@H](C(=O)N[C@H]2C3C(=CC=CC=3)CCC2)CC2C(=CC(C(O)=O)=CC=2)C1)=O)=O)=O)(C)(C)C.[C:48]([O:52][C:53]([N:55]([CH3:121])[C@@H:56]([CH3:120])[C:57]([NH:59][C@@H:60]([C:116]([CH3:119])([CH3:118])[CH3:117])[C:61]([N:63]1[CH2:67][C@@H:66]([C:68]2[CH:77]=[C:76]3[C:71]([CH2:72][C@@H:73]([C:99](=[O:111])[NH:100][C@H:101]4[C:110]5[C:105](=[CH:106][CH:107]=[CH:108][CH:109]=5)[CH2:104][CH2:103][CH2:102]4)[N:74]([C:78](=[O:98])[C@@H:79]([NH:84][C:85](=[O:97])[C@@H:86]([N:88]([C:90]([O:92][C:93]([CH3:96])([CH3:95])[CH3:94])=[O:91])[CH3:89])[CH3:87])[C:80]([CH3:83])([CH3:82])[CH3:81])[CH2:75]3)=[CH:70][CH:69]=2)[CH2:65][C@H:64]1[C:112]([O:114]C)=[O:113])=[O:62])=[O:58])=[O:54])([CH3:51])([CH3:50])[CH3:49], predict the reaction product. The product is: [C:48]([O:52][C:53]([N:55]([CH3:121])[C@@H:56]([CH3:120])[C:57]([NH:59][C@@H:60]([C:116]([CH3:119])([CH3:118])[CH3:117])[C:61]([N:63]1[CH2:67][C@@H:66]([C:68]2[CH:77]=[C:76]3[C:71]([CH2:72][C@@H:73]([C:99](=[O:111])[NH:100][C@H:101]4[C:110]5[C:105](=[CH:106][CH:107]=[CH:108][CH:109]=5)[CH2:104][CH2:103][CH2:102]4)[N:74]([C:78](=[O:98])[C@@H:79]([NH:84][C:85](=[O:97])[C@@H:86]([N:88]([C:90]([O:92][C:93]([CH3:94])([CH3:96])[CH3:95])=[O:91])[CH3:89])[CH3:87])[C:80]([CH3:81])([CH3:82])[CH3:83])[CH2:75]3)=[CH:70][CH:69]=2)[CH2:65][C@H:64]1[C:112]([OH:114])=[O:113])=[O:62])=[O:58])=[O:54])([CH3:49])([CH3:50])[CH3:51].